This data is from Catalyst prediction with 721,799 reactions and 888 catalyst types from USPTO. The task is: Predict which catalyst facilitates the given reaction. (1) Reactant: Cl[C:2]1[N:7]=[C:6]([C:8]2[C:9]([C:17]3[CH:18]=[C:19]([NH2:23])[CH:20]=[CH:21][CH:22]=3)=[N:10][N:11]3[CH:16]=[CH:15][CH:14]=[CH:13][C:12]=23)[CH:5]=[CH:4][N:3]=1.[S:24]1[CH:28]=[CH:27][CH:26]=[C:25]1[CH2:29][C:30](Cl)=[O:31].[CH2:33](O)[C:34](N)([CH2:37][OH:38])[CH2:35]O. Product: [O:38]1[C:37]([C:34]2[CH:35]=[C:6]([NH:7][C:2]3[N:7]=[C:6]([C:8]4[C:9]([C:17]5[CH:18]=[C:19]([NH:23][C:30](=[O:31])[CH2:29][C:25]6[S:24][CH:28]=[CH:27][CH:26]=6)[CH:20]=[CH:21][CH:22]=5)=[N:10][N:11]5[CH:16]=[CH:15][CH:14]=[CH:13][C:12]=45)[CH:5]=[CH:4][N:3]=3)[CH:8]=[CH:12][CH:33]=2)=[CH:4][N:3]=[CH:2]1. The catalyst class is: 1. (2) Reactant: [C:1]([OH:10])(=O)[C:2]1[C:3](=[CH:5][CH:6]=[CH:7][CH:8]=1)[OH:4].[NH2:11][CH2:12][CH2:13][NH:14][C:15](=[O:21])[O:16][C:17]([CH3:20])([CH3:19])[CH3:18]. Product: [C:17]([O:16][C:15](=[O:21])[NH:14][CH2:13][CH2:12][NH:11][C:1](=[O:10])[C:2]1[CH:8]=[CH:7][CH:6]=[CH:5][C:3]=1[OH:4])([CH3:20])([CH3:18])[CH3:19]. The catalyst class is: 76. (3) Reactant: [H-].[H-].[H-].[H-].[Li+].[Al+3].[F:7][C:8]1[CH:9]=[C:10]([C@H:15]2[NH:20][C@@H:19]([C:21](OC)=[O:22])[CH2:18][CH2:17][CH2:16]2)[CH:11]=[CH:12][C:13]=1[F:14].O.[OH-].[Na+]. Product: [F:7][C:8]1[CH:9]=[C:10]([C@H:15]2[NH:20][C@@H:19]([CH2:21][OH:22])[CH2:18][CH2:17][CH2:16]2)[CH:11]=[CH:12][C:13]=1[F:14]. The catalyst class is: 1. (4) Reactant: [N+:1]([C:4]1[CH:9]=[CH:8][C:7]([N:10]2[CH2:15][CH2:14][NH:13][CH2:12][CH2:11]2)=[CH:6][CH:5]=1)([O-:3])=[O:2].CCN(CC)CC.[C:23](O[C:23]([O:25][C:26]([CH3:29])([CH3:28])[CH3:27])=[O:24])([O:25][C:26]([CH3:29])([CH3:28])[CH3:27])=[O:24]. Product: [C:26]([O:25][C:23]([N:13]1[CH2:14][CH2:15][N:10]([C:7]2[CH:6]=[CH:5][C:4]([N+:1]([O-:3])=[O:2])=[CH:9][CH:8]=2)[CH2:11][CH2:12]1)=[O:24])([CH3:29])([CH3:28])[CH3:27]. The catalyst class is: 2. (5) Reactant: N1C=CN=C1.C(Br)(Br)(Br)Br.C1(P(C2C=CC=CC=2)C2C=CC=CC=2)C=CC=CC=1.[CH3:30][O:31][C:32]1[CH:33]=[C:34](/[CH:44]=[CH:45]/[C:46]([NH:48][NH:49][C:50](=[O:63])[CH:51]([C:56]2[CH:61]=[CH:60][C:59]([F:62])=[CH:58][CH:57]=2)[CH2:52][CH2:53][CH2:54][Cl:55])=O)[CH:35]=[CH:36][C:37]=1[N:38]1[CH:42]=[C:41]([CH3:43])[N:40]=[CH:39]1. Product: [Cl:55][CH2:54][CH2:53][CH2:52][CH:51]([C:50]1[O:63][C:46](/[CH:45]=[CH:44]/[C:34]2[CH:35]=[CH:36][C:37]([N:38]3[CH:42]=[C:41]([CH3:43])[N:40]=[CH:39]3)=[C:32]([O:31][CH3:30])[CH:33]=2)=[N:48][N:49]=1)[C:56]1[CH:61]=[CH:60][C:59]([F:62])=[CH:58][CH:57]=1. The catalyst class is: 2. (6) Reactant: [OH:1][C:2]1[CH:11]=[C:10]([CH3:12])[C:5]2[NH:6][C:7](=[O:9])[S:8][C:4]=2[CH:3]=1.[Cl:13][C:14]1[CH:19]=[C:18](Cl)[N:17]=[CH:16][N:15]=1.C(=O)([O-])[O-].[K+].[K+].O. Product: [Cl:13][C:14]1[N:15]=[CH:16][N:17]=[C:18]([O:1][C:2]2[CH:11]=[C:10]([CH3:12])[C:5]3[NH:6][C:7](=[O:9])[S:8][C:4]=3[CH:3]=2)[CH:19]=1. The catalyst class is: 3. (7) Reactant: [C:1](OC(O[C:1]([CH3:4])([CH3:3])[CH3:2])N(C)C)([CH3:4])([CH3:3])[CH3:2].[C:15]([O:19][C:20]([NH:22][C@:23]1([C:33]([OH:35])=[O:34])[C@@H:25]([C:26]2[CH:31]=[CH:30][CH:29]=[CH:28][CH:27]=2)[C@H:24]1[CH3:32])=[O:21])([CH3:18])([CH3:17])[CH3:16].C(=O)([O-])O.[Na+]. Product: [C:1]([O:34][C:33]([C@@:23]1([NH:22][C:20]([O:19][C:15]([CH3:16])([CH3:17])[CH3:18])=[O:21])[C@@H:25]([C:26]2[CH:31]=[CH:30][CH:29]=[CH:28][CH:27]=2)[C@H:24]1[CH3:32])=[O:35])([CH3:4])([CH3:3])[CH3:2]. The catalyst class is: 11.